Dataset: Forward reaction prediction with 1.9M reactions from USPTO patents (1976-2016). Task: Predict the product of the given reaction. (1) The product is: [Cl:1][C:2]1[CH:3]=[C:4]2[C:5]([C:17]([OH:19])=[C:16]([C:22]([O:24][CH2:25][CH3:26])=[O:23])[C:14](=[O:15])[C:8]32[CH2:13][CH2:12][O:11][CH2:10][CH2:9]3)=[CH:6][CH:7]=1. Given the reactants [Cl:1][C:2]1[CH:3]=[C:4]([C:8]2([C:14]([CH:16]([C:22]([O:24][CH2:25][CH3:26])=[O:23])[C:17]([O:19]CC)=O)=[O:15])[CH2:13][CH2:12][O:11][CH2:10][CH2:9]2)[CH:5]=[CH:6][CH:7]=1.OS(O)(=O)=O, predict the reaction product. (2) Given the reactants [Cl:1][C:2]1[CH:7]=[C:6]([Cl:8])[CH:5]=[CH:4][C:3]=1[CH2:9][NH:10][C@H:11]1[CH2:15][CH2:14][N:13]([C:16]([O:18][C:19]([CH3:22])([CH3:21])[CH3:20])=[O:17])[CH2:12]1.C(N(CC)CC)C.[F:30][C:31]([F:42])([F:41])[C:32](O[C:32](=[O:33])[C:31]([F:42])([F:41])[F:30])=[O:33], predict the reaction product. The product is: [Cl:1][C:2]1[CH:7]=[C:6]([Cl:8])[CH:5]=[CH:4][C:3]=1[CH2:9][N:10]([C:32](=[O:33])[C:31]([F:42])([F:41])[F:30])[C@H:11]1[CH2:15][CH2:14][N:13]([C:16]([O:18][C:19]([CH3:22])([CH3:21])[CH3:20])=[O:17])[CH2:12]1. (3) Given the reactants [C:1]([O:7][CH2:8][CH3:9])(=[O:6])[CH2:2][C:3]([CH3:5])=O.[Cl:10][C:11]1[CH:18]=[CH:17][CH:16]=[C:15]([Cl:19])[C:12]=1[CH:13]=O.[NH4+:20].[OH-:21], predict the reaction product. The product is: [Cl:10][C:11]1[CH:18]=[CH:17][CH:16]=[C:15]([Cl:19])[C:12]=1[CH:13]1[C:2]([C:1]([O:7][CH2:8][CH3:9])=[O:6])=[C:3]([CH3:5])[NH:20][C:3]([CH3:5])=[C:2]1[C:1]([O:7][CH2:8][CH3:9])=[O:21]. (4) Given the reactants [N:1]1([C:7]([NH:9][NH2:10])=[O:8])[CH2:6][CH2:5][O:4][CH2:3][CH2:2]1.[O:11]=[C:12]1[C:20](=O)[C:19]2[C:14](=[CH:15][CH:16]=[C:17]([S:22][CH2:23][CH2:24][C:25]3[CH:33]=[CH:32][C:28]([C:29]([OH:31])=[O:30])=[CH:27][CH:26]=3)[CH:18]=2)[N:13]1[CH2:34][CH2:35][CH2:36][CH2:37][CH3:38], predict the reaction product. The product is: [N:1]1([C:7]([NH:9][N:10]=[C:20]2[C:19]3[C:14](=[CH:15][CH:16]=[C:17]([S:22][CH2:23][CH2:24][C:25]4[CH:26]=[CH:27][C:28]([C:29]([OH:31])=[O:30])=[CH:32][CH:33]=4)[CH:18]=3)[N:13]([CH2:34][CH2:35][CH2:36][CH2:37][CH3:38])[C:12]2=[O:11])=[O:8])[CH2:6][CH2:5][O:4][CH2:3][CH2:2]1.